Dataset: Peptide-MHC class II binding affinity with 134,281 pairs from IEDB. Task: Regression. Given a peptide amino acid sequence and an MHC pseudo amino acid sequence, predict their binding affinity value. This is MHC class II binding data. (1) The peptide sequence is TTVTIAITVAAFVAL. The MHC is H-2-IAd with pseudo-sequence H-2-IAd. The binding affinity (normalized) is 0.183. (2) The peptide sequence is TISVFLHSEEGSRAY. The MHC is HLA-DQA10201-DQB10402 with pseudo-sequence HLA-DQA10201-DQB10402. The binding affinity (normalized) is 0.377. (3) The peptide sequence is SDTPYRVNRYTKSAH. The MHC is DRB1_0401 with pseudo-sequence DRB1_0401. The binding affinity (normalized) is 0.190.